Dataset: Reaction yield outcomes from USPTO patents with 853,638 reactions. Task: Predict the reaction yield, written as a fraction of the theoretical maximum amount of product (1.0 means a 100% yield; for example, 0.34 means a 34% yield). (1) The reactants are [NH2:1][CH2:2][CH2:3][CH2:4][OH:5].CC([O-])(C)C.[K+].[C:12]([O:16][C:17]([N:19]1[CH2:24][CH2:23][CH:22]([C:25]2[C:34]3[C:29](=[CH:30][C:31](F)=[CH:32][CH:33]=3)[N:28]=[CH:27][N:26]=2)[CH2:21][CH2:20]1)=[O:18])([CH3:15])([CH3:14])[CH3:13].[CH3:36][S:37](Cl)(=[O:39])=[O:38].CCN(C(C)C)C(C)C. The catalyst is C(Cl)Cl.C(Cl)Cl.CC(C)=O.COCCOC. The product is [C:12]([O:16][C:17]([N:19]1[CH2:24][CH2:23][CH:22]([C:25]2[C:34]3[C:29](=[CH:30][C:31]([O:5][CH2:4][CH2:3][CH2:2][NH:1][S:37]([CH3:36])(=[O:39])=[O:38])=[CH:32][CH:33]=3)[N:28]=[CH:27][N:26]=2)[CH2:21][CH2:20]1)=[O:18])([CH3:15])([CH3:14])[CH3:13]. The yield is 0.790. (2) The reactants are Cl.[CH3:2][C@H:3]1[CH2:9][NH:8][CH2:7][CH2:6][CH2:5][N:4]1[S:10]([C:13]1[CH:18]=[CH:17][CH:16]=[CH:15][C:14]=1[N+:19]([O-:21])=[O:20])(=[O:12])=[O:11].C(=O)([O-])[O-].[K+].[K+].[C:28](O[C:28]([O:30][C:31]([CH3:34])([CH3:33])[CH3:32])=[O:29])([O:30][C:31]([CH3:34])([CH3:33])[CH3:32])=[O:29]. The catalyst is C(O)C.O. The product is [N+:19]([C:14]1[CH:15]=[CH:16][CH:17]=[CH:18][C:13]=1[S:10]([N:4]1[CH2:5][CH2:6][CH2:7][N:8]([C:28]([O:30][C:31]([CH3:34])([CH3:33])[CH3:32])=[O:29])[CH2:9][C@@H:3]1[CH3:2])(=[O:12])=[O:11])([O-:21])=[O:20]. The yield is 0.872. (3) The reactants are Br[C:2]1[N:7]=[C:6]([C:8]([O:10][CH3:11])=[O:9])[CH:5]=[CH:4][C:3]=1[F:12].[F:13][C:14]1[CH:15]=[C:16]([C:30]2([OH:35])[CH2:34][CH2:33][O:32][CH2:31]2)[CH:17]=[C:18]([F:29])[C:19]=1B1OC(C)(C)C(C)(C)O1. No catalyst specified. The product is [F:13][C:14]1[CH:15]=[C:16]([C:30]2([OH:35])[CH2:34][CH2:33][O:32][CH2:31]2)[CH:17]=[C:18]([F:29])[C:19]=1[C:2]1[N:7]=[C:6]([C:8]([O:10][CH3:11])=[O:9])[CH:5]=[CH:4][C:3]=1[F:12]. The yield is 1.00. (4) The reactants are [Cl-].O[NH3+:3].[C:4](=[O:7])([O-])[OH:5].[Na+].CS(C)=O.[F:13][C:14]1[CH:15]=[C:16]([C:44]2[C:45]([C:50]#[N:51])=[CH:46][CH:47]=[CH:48][CH:49]=2)[CH:17]=[CH:18][C:19]=1[CH2:20][C:21]1[C:22](=[O:43])[N:23]([C@H:33]2[CH2:36][C@@H:35]([O:37][CH2:38][C:39]([OH:42])([CH3:41])[CH3:40])[CH2:34]2)[C:24]2[N:25]([N:30]=[CH:31][N:32]=2)[C:26]=1[CH2:27][CH2:28][CH3:29]. The catalyst is O.C(OCC)(=O)C. The product is [F:13][C:14]1[CH:15]=[C:16]([C:44]2[CH:49]=[CH:48][CH:47]=[CH:46][C:45]=2[C:50]2[NH:3][C:4](=[O:7])[O:5][N:51]=2)[CH:17]=[CH:18][C:19]=1[CH2:20][C:21]1[C:22](=[O:43])[N:23]([C@H:33]2[CH2:36][C@@H:35]([O:37][CH2:38][C:39]([OH:42])([CH3:40])[CH3:41])[CH2:34]2)[C:24]2[N:25]([N:30]=[CH:31][N:32]=2)[C:26]=1[CH2:27][CH2:28][CH3:29]. The yield is 0.700. (5) The reactants are C([O:8][CH2:9][C@@H:10]1[O:15][CH2:14][CH2:13][N:12]([C:16]([O:18][C:19]([CH3:22])([CH3:21])[CH3:20])=[O:17])[CH2:11]1)C1C=CC=CC=1. The catalyst is CCO.[Pd]. The product is [OH:8][CH2:9][C@@H:10]1[O:15][CH2:14][CH2:13][N:12]([C:16]([O:18][C:19]([CH3:22])([CH3:21])[CH3:20])=[O:17])[CH2:11]1. The yield is 0.990. (6) The reactants are [I:1][C:2]1[CH:27]=[CH:26][C:5]([NH:6][CH2:7][C:8]2[CH:13]=[CH:12][C:11]([O:14][CH2:15][C:16]3[CH:21]=[CH:20][C:19]([O:22][CH3:23])=[CH:18][CH:17]=3)=[C:10]([O:24][CH3:25])[CH:9]=2)=[C:4]([N+:28]([O-])=O)[CH:3]=1.O.[Cl-].[NH4+]. The catalyst is O1CCCC1.C(O)C.O.O.O.O.O.O.O.S([O-])([O-])(=O)=O.[Fe+2].[Zn]. The product is [I:1][C:2]1[CH:3]=[C:4]([NH2:28])[C:5]([NH:6][CH2:7][C:8]2[CH:13]=[CH:12][C:11]([O:14][CH2:15][C:16]3[CH:21]=[CH:20][C:19]([O:22][CH3:23])=[CH:18][CH:17]=3)=[C:10]([O:24][CH3:25])[CH:9]=2)=[CH:26][CH:27]=1. The yield is 0.970.